Dataset: Reaction yield outcomes from USPTO patents with 853,638 reactions. Task: Predict the reaction yield, written as a fraction of the theoretical maximum amount of product (1.0 means a 100% yield; for example, 0.34 means a 34% yield). (1) The catalyst is C(#N)C. The yield is 0.582. The reactants are Cl.[CH3:2][C:3]1([OH:8])[CH2:7][CH2:6][NH:5][CH2:4]1.C(=O)([O-])[O-].[K+].[K+].CS(O[CH2:20][CH:21]([C:28]1[CH:33]=[CH:32][CH:31]=[CH:30][CH:29]=1)[C:22]1[CH:27]=[CH:26][CH:25]=[CH:24][CH:23]=1)(=O)=O. The product is [C:22]1([CH:21]([C:28]2[CH:29]=[CH:30][CH:31]=[CH:32][CH:33]=2)[CH2:20][N:5]2[CH2:6][CH2:7][C:3]([CH3:2])([OH:8])[CH2:4]2)[CH:27]=[CH:26][CH:25]=[CH:24][CH:23]=1. (2) The reactants are [F:1][C:2]1[CH:9]=[CH:8][C:5]([NH:6][CH3:7])=[CH:4][CH:3]=1.Br[CH:11]([C:17]1[CH:22]=[CH:21][CH:20]=[CH:19][CH:18]=1)[C:12]([O:14][CH2:15][CH3:16])=[O:13].CCN(C(C)C)C(C)C. The catalyst is C(#N)C. The product is [F:1][C:2]1[CH:9]=[CH:8][C:5]([N:6]([CH3:7])[CH:11]([C:17]2[CH:22]=[CH:21][CH:20]=[CH:19][CH:18]=2)[C:12]([O:14][CH2:15][CH3:16])=[O:13])=[CH:4][CH:3]=1. The yield is 1.00. (3) The reactants are [F:1][C:2]1[CH:11]=[C:10]2[C:5]([CH2:6][CH2:7][CH2:8][NH:9]2)=[CH:4][CH:3]=1.C(N(CC)CC)C.[C:19](O[C:19]([O:21][C:22]([CH3:25])([CH3:24])[CH3:23])=[O:20])([O:21][C:22]([CH3:25])([CH3:24])[CH3:23])=[O:20]. The product is [F:1][C:2]1[CH:11]=[C:10]2[C:5]([CH2:6][CH2:7][CH2:8][N:9]2[C:19]([O:21][C:22]([CH3:25])([CH3:24])[CH3:23])=[O:20])=[CH:4][CH:3]=1. The yield is 0.120. The catalyst is C(Cl)Cl.CN(C1C=CN=CC=1)C. (4) The reactants are [F:1][C:2]([F:33])([F:32])[C:3]1[CH:4]=[C:5]([CH2:9][CH2:10][O:11][C:12]([NH:14][CH2:15][C:16]2[CH:17]=[C:18]([CH:29]=[CH:30][CH:31]=2)[O:19][C:20]2([C:24]([O:26]CC)=[O:25])[CH2:23][CH2:22][CH2:21]2)=[O:13])[CH:6]=[CH:7][CH:8]=1.[OH-].[Li+].O. The catalyst is O1CCCC1.CO. The product is [F:1][C:2]([F:32])([F:33])[C:3]1[CH:4]=[C:5]([CH2:9][CH2:10][O:11][C:12]([NH:14][CH2:15][C:16]2[CH:17]=[C:18]([CH:29]=[CH:30][CH:31]=2)[O:19][C:20]2([C:24]([OH:26])=[O:25])[CH2:21][CH2:22][CH2:23]2)=[O:13])[CH:6]=[CH:7][CH:8]=1. The yield is 0.850. (5) The reactants are [F:1][C:2]1[CH:7]=[CH:6][C:5]([C:8]2[CH:16]=[C:11]3[N:12]=[CH:13][CH:14]=[CH:15][N:10]3[N:9]=2)=[CH:4][CH:3]=1.[Br:17]N1C(=O)CCC1=O.O. The catalyst is C(Cl)(Cl)Cl. The product is [Br:17][C:16]1[C:8]([C:5]2[CH:6]=[CH:7][C:2]([F:1])=[CH:3][CH:4]=2)=[N:9][N:10]2[CH:15]=[CH:14][CH:13]=[N:12][C:11]=12. The yield is 0.750. (6) The reactants are [O:1]1[C:6]2[CH:7]=[CH:8][C:9]([N:11]3[CH2:15][CH:14]([CH2:16][CH2:17][NH:18][CH2:19][CH2:20][C:21]4[C:30]5[C:25](=[CH:26][CH:27]=[C:28]([O:31][CH3:32])[N:29]=5)[N:24]=[CH:23][CH:22]=4)[O:13][C:12]3=[O:33])=[CH:10][C:5]=2[O:4][CH2:3][CH2:2]1.CCN(C(C)C)C(C)C.Br[CH2:44][CH2:45][CH2:46][C:47]([O:49][CH2:50][CH3:51])=[O:48].[Na+].[I-]. The catalyst is C1COCC1. The product is [CH2:50]([O:49][C:47](=[O:48])[CH2:46][CH2:45][CH2:44][N:18]([CH2:17][CH2:16][CH:14]1[O:13][C:12](=[O:33])[N:11]([C:9]2[CH:8]=[CH:7][C:6]3[O:1][CH2:2][CH2:3][O:4][C:5]=3[CH:10]=2)[CH2:15]1)[CH2:19][CH2:20][C:21]1[C:30]2[C:25](=[CH:26][CH:27]=[C:28]([O:31][CH3:32])[N:29]=2)[N:24]=[CH:23][CH:22]=1)[CH3:51]. The yield is 0.680.